Regression. Given two drug SMILES strings and cell line genomic features, predict the synergy score measuring deviation from expected non-interaction effect. From a dataset of NCI-60 drug combinations with 297,098 pairs across 59 cell lines. (1) Drug 1: C1CN1C2=NC(=NC(=N2)N3CC3)N4CC4. Drug 2: CC1C(C(CC(O1)OC2CC(CC3=C2C(=C4C(=C3O)C(=O)C5=CC=CC=C5C4=O)O)(C(=O)C)O)N)O. Cell line: SN12C. Synergy scores: CSS=46.9, Synergy_ZIP=-3.18, Synergy_Bliss=-5.10, Synergy_Loewe=-2.20, Synergy_HSA=0.874. (2) Drug 1: C1=CC(=CC=C1CCC2=CNC3=C2C(=O)NC(=N3)N)C(=O)NC(CCC(=O)O)C(=O)O. Drug 2: CCC1(CC2CC(C3=C(CCN(C2)C1)C4=CC=CC=C4N3)(C5=C(C=C6C(=C5)C78CCN9C7C(C=CC9)(C(C(C8N6C)(C(=O)OC)O)OC(=O)C)CC)OC)C(=O)OC)O.OS(=O)(=O)O. Cell line: ACHN. Synergy scores: CSS=30.8, Synergy_ZIP=-10.8, Synergy_Bliss=-3.30, Synergy_Loewe=-1.30, Synergy_HSA=-0.673.